Dataset: Catalyst prediction with 721,799 reactions and 888 catalyst types from USPTO. Task: Predict which catalyst facilitates the given reaction. (1) Reactant: [CH2:1]([O:4][C:5]1[CH:16]=[CH:15][CH:14]=[C:13]([CH2:17][CH2:18][CH2:19][CH2:20][CH2:21][CH2:22][CH2:23][CH2:24][CH2:25][CH2:26][CH2:27][CH2:28][CH2:29][CH2:30][CH3:31])[C:6]=1[C:7]([O:9]CCC)=[O:8])[CH2:2][CH3:3].CC(C)([O-])C.[K+].CCCCCC.C(OCC)(=O)C.Cl. Product: [CH2:1]([O:4][C:5]1[CH:16]=[CH:15][CH:14]=[C:13]([CH2:17][CH2:18][CH2:19][CH2:20][CH2:21][CH2:22][CH2:23][CH2:24][CH2:25][CH2:26][CH2:27][CH2:28][CH2:29][CH2:30][CH3:31])[C:6]=1[C:7]([OH:9])=[O:8])[CH2:2][CH3:3]. The catalyst class is: 16. (2) Reactant: [OH:1][CH2:2][CH2:3][O:4][C:5]1[C:10]([CH3:11])=[CH:9][C:8]([CH2:12][CH2:13][C:14]([C:16]2[S:17][C:18]([CH3:27])=[C:19]3[CH2:24][C:23]([CH3:26])([CH3:25])[CH2:22][CH2:21][C:20]=23)=[O:15])=[CH:7][C:6]=1[CH3:28].CCN(C(C)C)C(C)C.[CH3:38][S:39](Cl)(=[O:41])=[O:40]. Product: [CH3:11][C:10]1[CH:9]=[C:8]([CH2:12][CH2:13][C:14](=[O:15])[C:16]2[S:17][C:18]([CH3:27])=[C:19]3[CH2:24][C:23]([CH3:25])([CH3:26])[CH2:22][CH2:21][C:20]=23)[CH:7]=[C:6]([CH3:28])[C:5]=1[O:4][CH2:3][CH2:2][O:1][S:39]([CH3:38])(=[O:41])=[O:40]. The catalyst class is: 2.